This data is from Forward reaction prediction with 1.9M reactions from USPTO patents (1976-2016). The task is: Predict the product of the given reaction. Given the reactants [CH3:1][O:2][C:3]1[CH:4]=[C:5]([C:11]2[C@@H:20]3[C@@H:15]([CH2:16][CH2:17][CH2:18][CH2:19]3)[C:14](=[O:21])[N:13]([CH:22]3[CH2:27][CH2:26][N:25]([C:28](=[O:46])[CH2:29][C@H:30]([NH:38]C(=O)OC(C)(C)C)[CH2:31][C:32]4[CH:37]=[CH:36][CH:35]=[CH:34][CH:33]=4)[CH2:24][CH2:23]3)[N:12]=2)[CH:6]=[CH:7][C:8]=1[O:9][CH3:10].FC(F)(F)C(O)=O.C(=O)(O)[O-].[Na+], predict the reaction product. The product is: [NH2:38][C@H:30]([CH2:31][C:32]1[CH:37]=[CH:36][CH:35]=[CH:34][CH:33]=1)[CH2:29][C:28]([N:25]1[CH2:26][CH2:27][CH:22]([N:13]2[N:12]=[C:11]([C:5]3[CH:6]=[CH:7][C:8]([O:9][CH3:10])=[C:3]([O:2][CH3:1])[CH:4]=3)[C@@H:20]3[C@@H:15]([CH2:16][CH2:17][CH2:18][CH2:19]3)[C:14]2=[O:21])[CH2:23][CH2:24]1)=[O:46].